This data is from Full USPTO retrosynthesis dataset with 1.9M reactions from patents (1976-2016). The task is: Predict the reactants needed to synthesize the given product. (1) The reactants are: Cl.[CH2:2]([O:9][C:10]1[CH:19]=[CH:18][CH:17]=[C:16]2[C:11]=1[CH2:12][CH2:13][CH2:14][CH:15]2[C:20]([N:22]([C:29]1[CH:30]=[N:31][C:32]([CH:35]([CH3:37])[CH3:36])=[CH:33][CH:34]=1)[CH2:23][C:24]1[CH:25]=[N:26][NH:27][CH:28]=1)=[O:21])[C:3]1[CH:8]=[CH:7][CH:6]=[CH:5][CH:4]=1.Cl[CH2:39][C:40]1[CH:45]=[CH:44][C:43]([CH2:46][CH3:47])=[CH:42][N:41]=1. Given the product [CH2:2]([O:9][C:10]1[CH:19]=[CH:18][CH:17]=[C:16]2[C:11]=1[CH2:12][CH2:13][CH2:14][CH:15]2[C:20]([N:22]([CH2:23][C:24]1[CH:25]=[N:26][N:27]([CH2:39][C:40]2[CH:45]=[CH:44][C:43]([CH2:46][CH3:47])=[CH:42][N:41]=2)[CH:28]=1)[C:29]1[CH:30]=[N:31][C:32]([CH:35]([CH3:37])[CH3:36])=[CH:33][CH:34]=1)=[O:21])[C:3]1[CH:8]=[CH:7][CH:6]=[CH:5][CH:4]=1, predict the reactants needed to synthesize it. (2) Given the product [C:25]([N:22]1[CH2:21][CH2:20][N:19]([C:16]2[CH:15]=[CH:14][C:13]([NH:12][C:9](=[O:11])[CH2:8][C:5]3[CH:4]=[CH:3][C:2]([I:1])=[CH:7][CH:6]=3)=[N:18][CH:17]=2)[CH2:24][CH2:23]1)(=[O:27])[CH3:26], predict the reactants needed to synthesize it. The reactants are: [I:1][C:2]1[CH:7]=[CH:6][C:5]([CH2:8][C:9]([OH:11])=O)=[CH:4][CH:3]=1.[NH2:12][C:13]1[N:18]=[CH:17][C:16]([N:19]2[CH2:24][CH2:23][N:22]([C:25](=[O:27])[CH3:26])[CH2:21][CH2:20]2)=[CH:15][CH:14]=1.F[P-](F)(F)(F)(F)F.N1(OC(N(C)C)=[N+](C)C)C2N=CC=CC=2N=N1.CCN(C(C)C)C(C)C. (3) Given the product [C:5]([NH:4][NH:3][CH:1]([CH3:2])[C:20]([CH:14]1[CH2:15][CH:16]2[CH2:19][CH:13]1[CH2:18][CH2:17]2)([CH3:29])[C:21]([O:27][CH3:28])=[O:22])(=[O:12])[C:6]1[CH:11]=[CH:10][CH:9]=[CH:8][CH:7]=1, predict the reactants needed to synthesize it. The reactants are: [CH:1](=[N:3][NH:4][C:5](=[O:12])[C:6]1[CH:11]=[CH:10][CH:9]=[CH:8][CH:7]=1)[CH3:2].[CH:13]12[CH2:19][CH:16]([CH2:17][CH2:18]1)[CH2:15][CH:14]2[C:20]([CH3:29])=[C:21]([O:27][CH3:28])[O:22][Si](C)(C)C. (4) Given the product [Br:24][C:22]1[C:21]2[C:16](=[CH:17][CH:18]=[CH:19][CH:20]=2)[N:15]=[C:14]([O:12][CH2:11][CH2:10][CH2:9][N:6]2[CH2:7][CH2:8][O:3][CH2:4][CH2:5]2)[CH:23]=1, predict the reactants needed to synthesize it. The reactants are: [H-].[Na+].[O:3]1[CH2:8][CH2:7][N:6]([CH2:9][CH2:10][CH2:11][OH:12])[CH2:5][CH2:4]1.Br[C:14]1[CH:23]=[C:22]([Br:24])[C:21]2[C:16](=[CH:17][CH:18]=[CH:19][CH:20]=2)[N:15]=1. (5) Given the product [CH:30]1([CH2:29][O:28][C:22]2[CH:23]=[C:24]([F:27])[CH:25]=[CH:26][C:21]=2[C:20]2[CH:19]=[CH:18][N:17]=[C:16]3[C:12]([C:10]([NH:9][C@H:6]4[CH2:7][CH2:8][C@H:3]([NH:2][C:39](=[O:40])[C@@H:38]([OH:37])[CH3:42])[CH2:4][CH2:5]4)=[O:11])=[C:13]([CH3:33])[NH:14][C:15]=23)[CH2:31][CH2:32]1, predict the reactants needed to synthesize it. The reactants are: Cl.[NH2:2][C@H:3]1[CH2:8][CH2:7][C@H:6]([NH:9][C:10]([C:12]2[C:16]3=[N:17][CH:18]=[CH:19][C:20]([C:21]4[CH:26]=[CH:25][C:24]([F:27])=[CH:23][C:22]=4[O:28][CH2:29][CH:30]4[CH2:32][CH2:31]4)=[C:15]3[NH:14][C:13]=2[CH3:33])=[O:11])[CH2:5][CH2:4]1.C([O:37][C@@H:38]([CH3:42])[C:39](Cl)=[O:40])(=O)C. (6) Given the product [N:14]([CH2:17][C@@H:18]([C:20]1[CH:21]=[CH:22][C:23]([O:31][CH2:32][C:33]2[CH:38]=[CH:37][CH:36]=[CH:35][CH:34]=2)=[C:24]([NH:26][S:27]([CH3:30])(=[O:28])=[O:29])[CH:25]=1)[O:19][Si:8]([CH2:11][CH3:12])([CH2:9][CH3:10])[CH2:6][CH3:7])=[N+:15]=[N-:16], predict the reactants needed to synthesize it. The reactants are: N1C=CN=C1.[CH2:6]([Si:8](Cl)([CH2:11][CH3:12])[CH2:9][CH3:10])[CH3:7].[N:14]([CH2:17][C@@H:18]([C:20]1[CH:21]=[CH:22][C:23]([O:31][CH2:32][C:33]2[CH:38]=[CH:37][CH:36]=[CH:35][CH:34]=2)=[C:24]([NH:26][S:27]([CH3:30])(=[O:29])=[O:28])[CH:25]=1)[OH:19])=[N+:15]=[N-:16].O. (7) Given the product [Cl:1][C:2]1[CH:3]=[C:4]([C:7]([OH:9])=[O:8])[N:5]([CH2:22][C:23]2[CH:28]=[CH:27][C:26]([Cl:29])=[CH:25][CH:24]=2)[CH:6]=1, predict the reactants needed to synthesize it. The reactants are: [Cl:1][C:2]1[CH:3]=[C:4]([C:7]([OH:9])=[O:8])[NH:5][CH:6]=1.CN(C=O)C.CC(C)([O-])C.[K+].Br[CH2:22][C:23]1[CH:28]=[CH:27][C:26]([Cl:29])=[CH:25][CH:24]=1. (8) Given the product [CH3:14][C:9]([NH:8][CH3:15])([CH3:13])[C:10]([NH:31][CH2:30][C:26]1[CH:25]=[C:24]([C:21]2[CH:22]=[CH:23][C:18]([C:17]([F:16])([F:32])[F:33])=[CH:19][CH:20]=2)[CH:29]=[CH:28][CH:27]=1)=[O:12], predict the reactants needed to synthesize it. The reactants are: C(OC([N:8]([CH3:15])[C:9]([CH3:14])([CH3:13])[C:10]([OH:12])=O)=O)(C)(C)C.[F:16][C:17]([F:33])([F:32])[C:18]1[CH:23]=[CH:22][C:21]([C:24]2[CH:29]=[CH:28][CH:27]=[C:26]([CH2:30][NH2:31])[CH:25]=2)=[CH:20][CH:19]=1.CCN(C(C)C)C(C)C.CN(C(ON1N=NC2C=CC=NC1=2)=[N+](C)C)C.F[P-](F)(F)(F)(F)F. (9) Given the product [Cl:1][C:2]1[CH:7]=[C:6]([NH:8][C:9]2[C:18]3[C:13](=[CH:14][CH:15]=[CH:16][C:17]=3[O:19][CH2:20][C@H:21]3[CH2:25][CH2:24][CH2:23][N:22]3[C:26](=[O:31])[CH2:27][N:28]([CH3:30])[CH3:29])[N:12]=[CH:11][N:10]=2)[CH:5]=[CH:4][C:3]=1[O:32][CH2:59][C:60]1[N:61]=[CH:62][S:63][CH:64]=1, predict the reactants needed to synthesize it. The reactants are: [Cl:1][C:2]1[CH:7]=[C:6]([NH:8][C:9]2[C:18]3[C:13](=[CH:14][CH:15]=[CH:16][C:17]=3[O:19][CH2:20][C@H:21]3[CH2:25][CH2:24][CH2:23][N:22]3[C:26](=[O:31])[CH2:27][N:28]([CH3:30])[CH3:29])[N:12]=[CH:11][N:10]=2)[CH:5]=[CH:4][C:3]=1[OH:32].C(=O)([O-])[O-].[K+].[K+].C1OCCOCCOCCOCCOCCOC1.Cl.Cl[CH2:59][C:60]1[N:61]=[CH:62][S:63][CH:64]=1. (10) Given the product [CH2:10]([O:17][C:6]1[N:5]=[N:4][C:3]([Cl:2])=[CH:8][CH:7]=1)[C:11]1[CH:16]=[CH:15][CH:14]=[CH:13][CH:12]=1, predict the reactants needed to synthesize it. The reactants are: [Na].[Cl:2][C:3]1[N:4]=[N:5][C:6](Cl)=[CH:7][CH:8]=1.[CH2:10]([OH:17])[C:11]1[CH:16]=[CH:15][CH:14]=[CH:13][CH:12]=1.